The task is: Regression. Given a peptide amino acid sequence and an MHC pseudo amino acid sequence, predict their binding affinity value. This is MHC class I binding data.. This data is from Peptide-MHC class I binding affinity with 185,985 pairs from IEDB/IMGT. (1) The peptide sequence is EVAQRAYR. The MHC is HLA-B35:01 with pseudo-sequence HLA-B35:01. The binding affinity (normalized) is 0. (2) The peptide sequence is LLAAVASSY. The MHC is HLA-B27:05 with pseudo-sequence HLA-B27:05. The binding affinity (normalized) is 0.490. (3) The MHC is HLA-A02:06 with pseudo-sequence HLA-A02:06. The binding affinity (normalized) is 0.335. The peptide sequence is YAVLSEYET. (4) The peptide sequence is GEIPFYGKAI. The MHC is Mamu-A11 with pseudo-sequence Mamu-A11. The binding affinity (normalized) is 0.908. (5) The peptide sequence is ETTQALQLF. The MHC is HLA-B39:01 with pseudo-sequence HLA-B39:01. The binding affinity (normalized) is 0.0847. (6) The MHC is H-2-Kb with pseudo-sequence H-2-Kb. The peptide sequence is LSYSQTMLL. The binding affinity (normalized) is 0.561.